From a dataset of Catalyst prediction with 721,799 reactions and 888 catalyst types from USPTO. Predict which catalyst facilitates the given reaction. (1) Reactant: C([O:9][CH2:10][CH2:11][N:12]1[C:20]2[C:19](Cl)=[N:18][CH:17]=[N:16][C:15]=2[CH:14]=[CH:13]1)(=O)C1C=CC=CC=1.[NH2:22][C:23]1[CH:24]=[C:25]2[C:29](=[CH:30][CH:31]=1)[N:28]([CH2:32][C:33]1[CH:34]=[C:35]([CH:43]=[CH:44][CH:45]=1)[C:36]([NH:38][C:39]([CH3:42])([CH3:41])[CH3:40])=[O:37])[N:27]=[CH:26]2.C(O)(C)C.[OH-].[Na+]. Product: [C:39]([NH:38][C:36](=[O:37])[C:35]1[CH:43]=[CH:44][CH:45]=[C:33]([CH2:32][N:28]2[C:29]3[C:25](=[CH:24][C:23]([NH:22][C:19]4[C:20]5[N:12]([CH2:11][CH2:10][OH:9])[CH:13]=[CH:14][C:15]=5[N:16]=[CH:17][N:18]=4)=[CH:31][CH:30]=3)[CH:26]=[N:27]2)[CH:34]=1)([CH3:42])([CH3:40])[CH3:41]. The catalyst class is: 7. (2) Reactant: [NH:1]1[C:5]2=[CH:6][N:7]=[C:8]([C:10]([O:12][CH2:13][CH3:14])=[O:11])[CH:9]=[C:4]2[CH:3]=[CH:2]1.[H-].[Na+].[F:17][C:18]1[CH:25]=[C:24]([F:26])[CH:23]=[CH:22][C:19]=1[CH2:20]Br. Product: [F:17][C:18]1[CH:25]=[C:24]([F:26])[CH:23]=[CH:22][C:19]=1[CH2:20][N:1]1[C:5]2=[CH:6][N:7]=[C:8]([C:10]([O:12][CH2:13][CH3:14])=[O:11])[CH:9]=[C:4]2[CH:3]=[CH:2]1. The catalyst class is: 3.